This data is from Catalyst prediction with 721,799 reactions and 888 catalyst types from USPTO. The task is: Predict which catalyst facilitates the given reaction. (1) The catalyst class is: 158. Product: [CH2:16]([N:14]([CH3:15])[CH:11]1[CH2:12][CH2:13][NH:8][CH2:9][CH2:10]1)[C:17]1[CH:18]=[CH:19][CH:20]=[CH:21][CH:22]=1. Reactant: C(OC([N:8]1[CH2:13][CH2:12][CH:11]([N:14]([CH2:16][C:17]2[CH:22]=[CH:21][CH:20]=[CH:19][CH:18]=2)[CH3:15])[CH2:10][CH2:9]1)=O)(C)(C)C.CO.Cl. (2) Reactant: Br[C:2]1[CH:7]=[CH:6][C:5]([C:8]([F:11])([F:10])[F:9])=[CH:4][CH:3]=1.[F:12][C:13]([F:23])([F:22])[C:14]1[CH:21]=[CH:20][C:17]([CH:18]=[O:19])=[CH:16][CH:15]=1.[Li]CCCC. Product: [F:9][C:8]([F:11])([F:10])[C:5]1[CH:6]=[CH:7][C:2]([CH:18]([C:17]2[CH:16]=[CH:15][C:14]([C:13]([F:12])([F:22])[F:23])=[CH:21][CH:20]=2)[OH:19])=[CH:3][CH:4]=1. The catalyst class is: 1. (3) Reactant: [OH:1][C@H:2]1[CH2:7][CH2:6][CH2:5][N:4]([C:8]([O:10][C:11]([CH3:14])([CH3:13])[CH3:12])=[O:9])[CH2:3]1.[H-].[Na+].[Br:17][C:18]1[S:26][C:25]2[C:24]([C:27]#[N:28])=[CH:23][N:22]=[C:21](Cl)[C:20]=2[CH:19]=1. Product: [Br:17][C:18]1[S:26][C:25]2[C:24]([C:27]#[N:28])=[CH:23][N:22]=[C:21]([O:1][C@H:2]3[CH2:7][CH2:6][CH2:5][N:4]([C:8]([O:10][C:11]([CH3:14])([CH3:13])[CH3:12])=[O:9])[CH2:3]3)[C:20]=2[CH:19]=1. The catalyst class is: 20. (4) Reactant: Cl[CH2:2][CH2:3][CH2:4][O:5][C:6]1[CH:11]=[CH:10][C:9]([C:12]2[S:13][C:14]3[CH2:19][CH:18]([NH:20][C:21](=[O:30])[O:22][CH2:23][C:24]4[CH:29]=[CH:28][CH:27]=[CH:26][CH:25]=4)[CH2:17][C:15]=3[N:16]=2)=[CH:8][CH:7]=1.C(=O)([O-])[O-].[K+].[K+].[I-].[Na+].[CH3:39][CH:40]1[CH2:44][CH2:43][CH2:42][NH:41]1. Product: [CH3:39][CH:40]1[CH2:44][CH2:43][CH2:42][N:41]1[CH2:2][CH2:3][CH2:4][O:5][C:6]1[CH:11]=[CH:10][C:9]([C:12]2[S:13][C:14]3[CH2:19][CH:18]([NH:20][C:21](=[O:30])[O:22][CH2:23][C:24]4[CH:29]=[CH:28][CH:27]=[CH:26][CH:25]=4)[CH2:17][C:15]=3[N:16]=2)=[CH:8][CH:7]=1. The catalyst class is: 10. (5) Reactant: FC(F)(F)C(O)=O.[NH:8]1[CH2:12][CH2:11][CH2:10][CH:9]1[C:13]1[CH:22]=[CH:21][CH:20]=[C:19]2[C:14]=1[CH:15]=[CH:16][C:17]([S:23](OC1C(F)=C(F)C(F)=C(F)C=1F)(=[O:25])=[O:24])=[CH:18]2.[CH3:38][O:39][C:40]1[CH:52]=[C:51]([O:53][CH3:54])[CH:50]=[CH:49][C:41]=1[CH2:42][NH:43][C:44]1[S:48][N:47]=[CH:46][N:45]=1.C1COCC1.CC(C)([O-])C.[Li+]. Product: [CH3:38][O:39][C:40]1[CH:52]=[C:51]([O:53][CH3:54])[CH:50]=[CH:49][C:41]=1[CH2:42][N:43]([C:44]1[S:48][N:47]=[CH:46][N:45]=1)[S:23]([C:17]1[CH:16]=[CH:15][C:14]2[C:19](=[CH:20][CH:21]=[CH:22][C:13]=2[CH:9]2[CH2:10][CH2:11][CH2:12][NH:8]2)[CH:18]=1)(=[O:24])=[O:25]. The catalyst class is: 775.